Dataset: Reaction yield outcomes from USPTO patents with 853,638 reactions. Task: Predict the reaction yield, written as a fraction of the theoretical maximum amount of product (1.0 means a 100% yield; for example, 0.34 means a 34% yield). (1) The reactants are Cl[C:2]1[N:7]=[C:6]([Cl:8])[N:5]=[C:4]([NH:9][C@@H:10]2[C:18]3[C:13](=[CH:14][CH:15]=[CH:16][CH:17]=3)[CH2:12][CH2:11]2)[N:3]=1.Cl.[NH2:20][C@@H:21]1[CH2:25][C@H:24]([CH2:26][OH:27])[C@@H:23]([OH:28])[C@H:22]1[OH:29].C(=O)([O-])[O-].[K+].[K+]. The catalyst is O1CCOCC1. The product is [Cl:8][C:6]1[N:5]=[C:4]([NH:9][C@@H:10]2[C:18]3[C:13](=[CH:14][CH:15]=[CH:16][CH:17]=3)[CH2:12][CH2:11]2)[N:3]=[C:2]([NH:20][C@@H:21]2[CH2:25][C@H:24]([CH2:26][OH:27])[C@@H:23]([OH:28])[C@H:22]2[OH:29])[N:7]=1. The yield is 0.880. (2) The reactants are [CH:1](=O)/[CH:2]=[CH:3]/[C:4]1[CH:9]=[CH:8][CH:7]=[CH:6][CH:5]=1.[C:11]([OH:16])(=[O:15])[C:12]([CH3:14])=[O:13].[OH-].[K+:18]. The catalyst is CO. The product is [O:13]=[C:12]([CH:14]=[CH:1][CH:2]=[CH:3][C:4]1[CH:9]=[CH:8][CH:7]=[CH:6][CH:5]=1)[C:11]([O-:16])=[O:15].[K+:18]. The yield is 0.610. (3) The product is [Cl:1][C:2]1[CH:3]=[CH:4][C:5]2[CH:11]([CH2:23][CH3:24])[S:10](=[O:12])(=[O:13])[N:9]([CH3:14])[N:8]=[C:7]([C:15]3[CH:20]=[CH:19][C:18]([F:21])=[CH:17][CH:16]=3)[C:6]=2[CH:22]=1. The reactants are [Cl:1][C:2]1[CH:3]=[CH:4][C:5]2[CH2:11][S:10](=[O:13])(=[O:12])[N:9]([CH3:14])[N:8]=[C:7]([C:15]3[CH:20]=[CH:19][C:18]([F:21])=[CH:17][CH:16]=3)[C:6]=2[CH:22]=1.[CH2:23](I)[CH3:24]. No catalyst specified. The yield is 0.920. (4) The reactants are [C:1]1([C:6]2[N:10]3[CH2:11][CH2:12][N:13]([CH3:15])[CH2:14][C:9]3=[C:8]([C:16]([NH:18][C@@H:19]([C:24]([CH3:27])([CH3:26])[CH3:25])[C:20]([NH:22][CH3:23])=[O:21])=[O:17])[N:7]=2)[CH2:5][CH2:4][CH2:3][CH:2]=1. The catalyst is [Pd].CO. The product is [CH:1]1([C:6]2[N:10]3[CH2:11][CH2:12][N:13]([CH3:15])[CH2:14][C:9]3=[C:8]([C:16]([NH:18][C@@H:19]([C:24]([CH3:27])([CH3:26])[CH3:25])[C:20]([NH:22][CH3:23])=[O:21])=[O:17])[N:7]=2)[CH2:2][CH2:3][CH2:4][CH2:5]1. The yield is 0.780. (5) The reactants are Br[C:2]1[CH:7]=[CH:6][N:5]=[C:4]([NH2:8])[CH:3]=1.[CH3:9][O:10][C:11]1[C:16](B(O)O)=[CH:15][CH:14]=[CH:13][N:12]=1.C(=O)([O-])[O-].[Na+].[Na+]. The catalyst is CN(C=O)C. The product is [CH3:9][O:10][C:11]1[C:16]([C:2]2[CH:7]=[CH:6][N:5]=[C:4]([NH2:8])[CH:3]=2)=[CH:15][CH:14]=[CH:13][N:12]=1. The yield is 0.930. (6) The reactants are [NH2:1][C:2]1[C:11]2[C:6](=[C:7](Br)[CH:8]=[CH:9][CH:10]=2)[N:5]=[N:4][C:3]=1[C:13]([NH:15][CH2:16][CH2:17][CH3:18])=[O:14].[CH3:19][O:20][C:21]1[N:26]=[CH:25][C:24](B(O)O)=[CH:23][N:22]=1. No catalyst specified. The product is [NH2:1][C:2]1[C:11]2[C:6](=[C:7]([C:24]3[CH:23]=[N:22][C:21]([O:20][CH3:19])=[N:26][CH:25]=3)[CH:8]=[CH:9][CH:10]=2)[N:5]=[N:4][C:3]=1[C:13]([NH:15][CH2:16][CH2:17][CH3:18])=[O:14]. The yield is 0.770.